This data is from Reaction yield outcomes from USPTO patents with 853,638 reactions. The task is: Predict the reaction yield, written as a fraction of the theoretical maximum amount of product (1.0 means a 100% yield; for example, 0.34 means a 34% yield). (1) The reactants are [F:1][C:2]([F:21])([F:20])[CH2:3][O:4][C:5]1[CH:13]=[CH:12][C:11]([O:14][CH2:15][C:16]([F:19])([F:18])[F:17])=[CH:10][C:6]=1[C:7]([OH:9])=[O:8].S(Cl)(Cl)=O.[C:26]1(C)C=CC=CC=1. The catalyst is CO. The product is [F:1][C:2]([F:20])([F:21])[CH2:3][O:4][C:5]1[CH:13]=[CH:12][C:11]([O:14][CH2:15][C:16]([F:19])([F:18])[F:17])=[CH:10][C:6]=1[C:7]([O:9][CH3:26])=[O:8]. The yield is 0.980. (2) The reactants are [CH3:1][C@H:2]1[CH2:7][NH:6][C@H:5]([CH3:8])[CH2:4][N:3]1[C:9]([O:11][CH2:12][CH3:13])=[O:10].[CH2:14](Br)[CH:15]=[CH2:16].C(=O)([O-])[O-].[Na+].[Na+]. The catalyst is C(#N)C. The product is [CH2:16]([N:6]1[C@H:5]([CH3:8])[CH2:4][N:3]([C:9]([O:11][CH2:12][CH3:13])=[O:10])[C@@H:2]([CH3:1])[CH2:7]1)[CH:15]=[CH2:14]. The yield is 0.810. (3) The reactants are [Cl:1][C:2]1[CH:21]=[CH:20][C:5]([NH:6][C:7]2[C:16]3[C:11](=[CH:12][C:13]([OH:19])=[C:14]([O:17][CH3:18])[CH:15]=3)[N:10]=[CH:9][N:8]=2)=[C:4]([F:22])[CH:3]=1.Cl.Cl[CH2:25][C:26]1[CH:31]=[CH:30][N:29]=[C:28]([C:32]#[N:33])[CH:27]=1.C(=O)([O-])[O-].[K+].[K+].O. The catalyst is CN(C=O)C. The product is [Cl:1][C:2]1[CH:21]=[CH:20][C:5]([NH:6][C:7]2[C:16]3[C:11](=[CH:12][C:13]([O:19][CH2:25][C:26]4[CH:31]=[CH:30][N:29]=[C:28]([C:32]#[N:33])[CH:27]=4)=[C:14]([O:17][CH3:18])[CH:15]=3)[N:10]=[CH:9][N:8]=2)=[C:4]([F:22])[CH:3]=1. The yield is 0.0400. (4) The reactants are [CH2:1]([NH2:8])[C:2]1[CH:7]=[CH:6][CH:5]=[CH:4][CH:3]=1.[C-:9]#[N:10].[K+].S(=O)(O)[O-].[Na+].[C:17]1([CH:22]=[O:23])([CH:20]=O)[CH2:19][CH2:18]1.C(=O)(O)[O-].[Na+]. The catalyst is C(O)C.O.C(OCC)(=O)C.CCCCCC. The product is [CH2:1]([NH:8][CH:20]([C:17]1([CH:22]=[O:23])[CH2:19][CH2:18]1)[C:9]#[N:10])[C:2]1[CH:7]=[CH:6][CH:5]=[CH:4][CH:3]=1. The yield is 0.508. (5) The yield is 0.930. The product is [CH2:24]([N:13]([CH2:11][CH3:12])[C:14]([C:16]1[CH:23]=[CH:22][C:19]([CH:20]([OH:21])[C:2]2[CH:7]=[CH:6][CH:5]=[CH:4][C:3]=2[O:8][CH3:9])=[CH:18][CH:17]=1)=[O:15])[CH3:25]. The reactants are Br[C:2]1[CH:7]=[CH:6][CH:5]=[CH:4][C:3]=1[O:8][CH3:9].[Mg].[CH2:11]([N:13]([CH2:24][CH3:25])[C:14]([C:16]1[CH:23]=[CH:22][C:19]([CH:20]=[O:21])=[CH:18][CH:17]=1)=[O:15])[CH3:12].[Cl-].[NH4+]. The catalyst is O1CCCC1. (6) The reactants are C([O:3][C:4]([C:6]1([C:9]2[CH:14]=[CH:13][C:12]([C:15]3[CH:20]=[CH:19][C:18]([C:21]4[S:22][C:23]([F:38])=[CH:24][C:25]=4[NH:26][C:27]([O:29][CH:30]([C:32]4[CH:36]=[CH:35][S:34][C:33]=4[CH3:37])[CH3:31])=[O:28])=[CH:17][CH:16]=3)=[CH:11][CH:10]=2)[CH2:8][CH2:7]1)=[O:5])C.[OH-].[Na+].Cl. The catalyst is C(O)(C)C. The product is [F:38][C:23]1[S:22][C:21]([C:18]2[CH:19]=[CH:20][C:15]([C:12]3[CH:11]=[CH:10][C:9]([C:6]4([C:4]([OH:5])=[O:3])[CH2:8][CH2:7]4)=[CH:14][CH:13]=3)=[CH:16][CH:17]=2)=[C:25]([NH:26][C:27]([O:29][CH:30]([C:32]2[CH:36]=[CH:35][S:34][C:33]=2[CH3:37])[CH3:31])=[O:28])[CH:24]=1. The yield is 0.560. (7) The reactants are CS(O[CH2:6][C:7]1[C:12]([C:13]([F:16])([F:15])[F:14])=[CH:11][CH:10]=[CH:9][C:8]=1[Cl:17])(=O)=O.[Br:18][C:19]1[C:23]2=[N:24][CH:25]=[CH:26][CH:27]=[C:22]2[NH:21][CH:20]=1.CC([O-])(C)C.[K+]. The catalyst is CCCC[N+](CCCC)(CCCC)CCCC.[I-].C1COCC1. The product is [Br:18][C:19]1[C:23]2=[N:24][CH:25]=[CH:26][CH:27]=[C:22]2[N:21]([CH2:6][C:7]2[C:12]([C:13]([F:16])([F:15])[F:14])=[CH:11][CH:10]=[CH:9][C:8]=2[Cl:17])[CH:20]=1. The yield is 0.745. (8) The reactants are [Br:1][C:2]1[N:3]=[C:4]2[C:10]([C:11]([OH:13])=O)=[CH:9][N:8]([CH2:14][O:15][CH2:16][CH2:17][Si:18]([CH3:21])([CH3:20])[CH3:19])[C:5]2=[N:6][CH:7]=1.C(N=C=NCCCN(C)C)C.C(N(CC)C(C)C)(C)C.[CH3:42][C:43]([CH3:48])([CH3:47])[C@@H:44]([NH2:46])[CH3:45]. The catalyst is ClCCl.CN(C)C1C=CN=CC=1.Cl. The product is [CH3:45][C@H:44]([NH:46][C:11]([C:10]1[C:4]2[C:5](=[N:6][CH:7]=[C:2]([Br:1])[N:3]=2)[N:8]([CH2:14][O:15][CH2:16][CH2:17][Si:18]([CH3:21])([CH3:20])[CH3:19])[CH:9]=1)=[O:13])[C:43]([CH3:48])([CH3:47])[CH3:42]. The yield is 0.670. (9) The reactants are I[C:2]1[CH:3]=[C:4]([O:12][CH3:13])[C:5]([O:10][CH3:11])=[C:6]([O:8][CH3:9])[CH:7]=1.[O:14]1[CH:18]=[CH:17][CH2:16][CH2:15]1.CC([O-])=O.[K+]. The catalyst is CN(C=O)C.[N+](CCCC)(CCCC)(CCCC)CCCC.[Cl-].CCOC(C)=O.O.CC([O-])=O.CC([O-])=O.[Pd+2].C1C=CC(P(C2C=CC=CC=2)C2C=CC=CC=2)=CC=1. The product is [CH3:9][O:8][C:6]1[CH:7]=[C:2]([CH:18]2[CH2:17][CH:16]=[CH:15][O:14]2)[CH:3]=[C:4]([O:12][CH3:13])[C:5]=1[O:10][CH3:11]. The yield is 0.430. (10) The reactants are [H-].[Na+].[OH:3][C:4]([CH3:9])([CH3:8])[C:5]([OH:7])=[O:6].[CH2:10](Br)[C:11]1[CH:16]=[CH:15][CH:14]=[CH:13][CH:12]=1. The catalyst is CN(C=O)C. The product is [CH2:10]([O:3][C:4]([CH3:9])([CH3:8])[C:5]([O:7][CH2:10][C:11]1[CH:16]=[CH:15][CH:14]=[CH:13][CH:12]=1)=[O:6])[C:11]1[CH:16]=[CH:15][CH:14]=[CH:13][CH:12]=1. The yield is 0.420.